This data is from Full USPTO retrosynthesis dataset with 1.9M reactions from patents (1976-2016). The task is: Predict the reactants needed to synthesize the given product. (1) Given the product [CH3:12][C:9]1[C:10]([CH3:11])=[C:4]2[N:3]=[C:2]([CH:13]=[CH2:14])[CH:7]=[CH:6][N:5]2[N:8]=1, predict the reactants needed to synthesize it. The reactants are: Cl[C:2]1[CH:7]=[CH:6][N:5]2[N:8]=[C:9]([CH3:12])[C:10]([CH3:11])=[C:4]2[N:3]=1.[CH2:13]([Sn](CCCC)(CCCC)C=C)[CH2:14]CC. (2) Given the product [Br:20][C:21]1[CH:22]=[CH:23][C:24]2[CH:25]3[O:16][CH:26]3[CH2:27][C:28]=2[CH:29]=1, predict the reactants needed to synthesize it. The reactants are: C1(CCCC2C=C[N+]([O-:16])=CC=2)C=CC=CC=1.Cl[O-].[Na+].[Br:20][C:21]1[CH:29]=[C:28]2[C:24]([CH:25]=[CH:26][CH2:27]2)=[CH:23][CH:22]=1. (3) Given the product [NH2:11][C:5]1[CH:4]=[C:3]([O:2][CH3:1])[CH:10]=[CH:9][C:6]=1[C:7]#[N:8], predict the reactants needed to synthesize it. The reactants are: [CH3:1][O:2][C:3]1[CH:10]=[CH:9][C:6]([C:7]#[N:8])=[C:5]([N+:11]([O-])=O)[CH:4]=1. (4) Given the product [F:1][C:2]1[CH:10]=[C:9]2[C:5]([C:6]([C:18]3[CH:19]=[CH:20][C:21]4[S:25](=[O:26])(=[O:27])[N:24]([CH2:28][CH2:29][O:30][S:43]([CH3:42])(=[O:45])=[O:44])[CH:23]([CH3:31])[C:22]=4[CH:32]=3)=[CH:7][N:8]2[C:11]([O:13][C:14]([CH3:17])([CH3:16])[CH3:15])=[O:12])=[CH:4][CH:3]=1, predict the reactants needed to synthesize it. The reactants are: [F:1][C:2]1[CH:10]=[C:9]2[C:5]([C:6]([C:18]3[CH:19]=[CH:20][C:21]4[S:25](=[O:27])(=[O:26])[N:24]([CH2:28][CH2:29][OH:30])[CH:23]([CH3:31])[C:22]=4[CH:32]=3)=[CH:7][N:8]2[C:11]([O:13][C:14]([CH3:17])([CH3:16])[CH3:15])=[O:12])=[CH:4][CH:3]=1.CCN(C(C)C)C(C)C.[CH3:42][S:43](Cl)(=[O:45])=[O:44]. (5) Given the product [C:8]([O:12][C:13](=[O:30])[CH2:14][NH:15][C:16]([C:18]1[CH:27]=[C:26]2[C:21]([C:22]([Cl:29])=[CH:23][N:24]=[C:25]2[NH:6][C:5]([NH2:7])=[NH:4])=[CH:20][CH:19]=1)=[O:17])([CH3:11])([CH3:9])[CH3:10], predict the reactants needed to synthesize it. The reactants are: [H-].[Na+].Cl.[NH2:4][C:5]([NH2:7])=[NH:6].[C:8]([O:12][C:13](=[O:30])[CH2:14][NH:15][C:16]([C:18]1[CH:27]=[C:26]2[C:21]([C:22]([Cl:29])=[CH:23][N:24]=[C:25]2Cl)=[CH:20][CH:19]=1)=[O:17])([CH3:11])([CH3:10])[CH3:9].O. (6) Given the product [N+:1]([C:4]1[CH:5]=[CH:6][C:7]([CH:10]([CH2:23][CH2:24][CH2:25][CH2:26][CH3:27])[C:11]([O:13][CH2:14][CH3:15])=[O:12])=[CH:8][CH:9]=1)([O-:3])=[O:2], predict the reactants needed to synthesize it. The reactants are: [N+:1]([C:4]1[CH:9]=[CH:8][C:7]([CH2:10][C:11]([O:13][CH2:14][CH3:15])=[O:12])=[CH:6][CH:5]=1)([O-:3])=[O:2].C(=O)([O-])[O-].[Cs+].[Cs+].I[CH2:23][CH2:24][CH2:25][CH2:26][CH3:27].O.